This data is from Full USPTO retrosynthesis dataset with 1.9M reactions from patents (1976-2016). The task is: Predict the reactants needed to synthesize the given product. (1) Given the product [ClH:28].[N:11]1[CH:12]=[CH:13][CH:14]=[CH:15][C:10]=1[CH2:9][N:8]([C:16]1[CH:21]=[C:20]([C:22]([F:25])([F:23])[F:24])[C:19]([C:26]#[N:27])=[C:18]([Cl:28])[N:17]=1)[CH2:7][C:2]1[CH:3]=[CH:4][CH:5]=[CH:6][N:1]=1, predict the reactants needed to synthesize it. The reactants are: [N:1]1[CH:6]=[CH:5][CH:4]=[CH:3][C:2]=1[CH2:7][N:8]([C:16]1[CH:21]=[C:20]([C:22]([F:25])([F:24])[F:23])[C:19]([C:26]#[N:27])=[C:18]([Cl:28])[N:17]=1)[CH2:9][C:10]1[CH:15]=[CH:14][CH:13]=[CH:12][N:11]=1.Cl. (2) Given the product [Cl:44][C:43]1[C:34]([Cl:33])=[CH:35][C:36]2[N:40]([CH3:1])[C:39]([CH3:41])=[N:38][C:37]=2[CH:42]=1, predict the reactants needed to synthesize it. The reactants are: [C:1](OCC)(OCC)(OCC)C.ClC1C(Cl)=CC(N)=C(N)C=1.C1(C)C=CC(S(O)(=O)=O)=CC=1.[Cl:33][C:34]1[C:43]([Cl:44])=[CH:42][C:37]2[N:38]=[C:39]([CH3:41])[NH:40][C:36]=2[CH:35]=1.[OH-].[K+].IC. (3) Given the product [NH2:22][C:4]1[NH:5][C@@H:6]([C:15]2[CH:20]=[CH:19][C:18]([F:21])=[CH:17][CH:16]=2)[CH2:7][CH2:8][C:9]=1[C:10]([O:12][CH2:13][CH3:14])=[O:11], predict the reactants needed to synthesize it. The reactants are: C(O[C:4]1[NH:5][C@@H:6]([C:15]2[CH:20]=[CH:19][C:18]([F:21])=[CH:17][CH:16]=2)[CH2:7][CH2:8][C:9]=1[C:10]([O:12][CH2:13][CH3:14])=[O:11])C.[NH3:22]. (4) The reactants are: [CH3:1][CH:2]([CH3:20])[CH:3]([NH:7][S:8]([C:11]1[C:16]([CH3:17])=[CH:15][C:14]([CH3:18])=[CH:13][C:12]=1[CH3:19])(=[O:10])=[O:9])[C:4]([OH:6])=O.S(Cl)(Cl)=O.[CH2:25]([NH:27][C:28]1[CH:33]=[CH:32][CH:31]=[CH:30][CH:29]=1)[CH3:26]. Given the product [CH2:25]([N:27]([C:28]1[CH:33]=[CH:32][CH:31]=[CH:30][CH:29]=1)[C:4](=[O:6])[CH:3]([NH:7][S:8]([C:11]1[C:16]([CH3:17])=[CH:15][C:14]([CH3:18])=[CH:13][C:12]=1[CH3:19])(=[O:10])=[O:9])[CH:2]([CH3:1])[CH3:20])[CH3:26], predict the reactants needed to synthesize it. (5) Given the product [Br:16][C:7]1[C:2]([Cl:1])=[C:3]([C:14]#[N:15])[C:4](=[O:13])[N:5]([CH:8]([CH:10]([CH3:11])[CH3:12])[CH3:9])[CH:6]=1, predict the reactants needed to synthesize it. The reactants are: [Cl:1][C:2]1[CH:7]=[CH:6][N:5]([CH:8]([CH:10]([CH3:12])[CH3:11])[CH3:9])[C:4](=[O:13])[C:3]=1[C:14]#[N:15].[Br:16]N1C(=O)CCC1=O.O. (6) Given the product [CH3:31][O:32][C:33]1[CH:34]=[C:35]2[C:39](=[CH:40][CH:41]=1)[NH:38][N:37]=[C:36]2[C:42]([NH:44][CH2:45][CH:46]1[CH2:51][CH2:50][N:49]([CH2:52][C:53]2[O:57][C:56]([C:58]([OH:60])=[O:59])=[CH:55][CH:54]=2)[CH2:48][CH2:47]1)=[O:43], predict the reactants needed to synthesize it. The reactants are: COC1C=C2C(=CC=1)NN=C2C(NCC1CCN(CC2SC=C(C(O)=O)N=2)CC1)=O.[CH3:31][O:32][C:33]1[CH:34]=[C:35]2[C:39](=[CH:40][CH:41]=1)[NH:38][N:37]=[C:36]2[C:42]([NH:44][CH2:45][CH:46]1[CH2:51][CH2:50][N:49]([CH2:52][C:53]2[O:57][C:56]([C:58]([O:60]CC)=[O:59])=[CH:55][CH:54]=2)[CH2:48][CH2:47]1)=[O:43]. (7) Given the product [I:8][CH2:7][CH2:6][CH2:5][CH2:4][CH2:3][CH2:2][O:20][C:18]1[C:17]2[C:12](=[CH:13][CH:14]=[CH:15][CH:16]=2)[C:11](=[O:21])[C:10](=[O:9])[CH:19]=1, predict the reactants needed to synthesize it. The reactants are: I[CH2:2][CH2:3][CH2:4][CH2:5][CH2:6][CH2:7][I:8].[OH:9][C:10]1[C:11](=[O:21])[C:12]2[C:17]([C:18](=[O:20])[CH:19]=1)=[CH:16][CH:15]=[CH:14][CH:13]=2.